From a dataset of Forward reaction prediction with 1.9M reactions from USPTO patents (1976-2016). Predict the product of the given reaction. (1) Given the reactants [CH2:1]([O:3][C:4]([C:6]1[S:7][C:8]([CH3:11])=[CH:9][CH:10]=1)=[O:5])[CH3:2].[Cl:12][S:13](O)(=[O:15])=[O:14], predict the reaction product. The product is: [CH2:1]([O:3][C:4]([C:6]1[S:7][C:8]([CH3:11])=[C:9]([S:13]([Cl:12])(=[O:15])=[O:14])[CH:10]=1)=[O:5])[CH3:2]. (2) Given the reactants C(OC([N:8]1[CH2:13][CH2:12][N:11]([C:14](=[O:38])[CH2:15][O:16][C:17]2[CH:26]=[C:25]3[C:20]([CH2:21][CH2:22][N:23]=[C:24]3[C:27]3([C:31]4[CH:36]=[CH:35][C:34]([Cl:37])=[CH:33][CH:32]=4)[CH2:30][CH2:29][CH2:28]3)=[CH:19][CH:18]=2)[CH2:10][CH2:9]1)=O)(C)(C)C.Cl.CC(O)C, predict the reaction product. The product is: [Cl:37][C:34]1[CH:35]=[CH:36][C:31]([C:27]2([C:24]3[C:25]4[C:20](=[CH:19][CH:18]=[C:17]([O:16][CH2:15][C:14]([N:11]5[CH2:12][CH2:13][NH:8][CH2:9][CH2:10]5)=[O:38])[CH:26]=4)[CH2:21][CH2:22][N:23]=3)[CH2:30][CH2:29][CH2:28]2)=[CH:32][CH:33]=1. (3) Given the reactants [C:1]([O:5][C:6]([NH:8][C:9]1[CH:14]=[C:13]([Cl:15])[CH:12]=[CH:11][C:10]=1/[CH:16]=[CH:17]/[C:18]([OH:20])=O)=[O:7])([CH3:4])([CH3:3])[CH3:2].[F:21][C:22]1[CH:36]=[CH:35][C:25]([CH2:26][N:27]2[CH2:32][C@H:31]([CH3:33])[NH:30][CH2:29][C@H:28]2[CH3:34])=[CH:24][CH:23]=1.CCN=C=NCCCN(C)C.Cl.Cl, predict the reaction product. The product is: [C:1]([O:5][C:6](=[O:7])[NH:8][C:9]1[CH:14]=[C:13]([Cl:15])[CH:12]=[CH:11][C:10]=1/[CH:16]=[CH:17]/[C:18]([N:30]1[CH2:29][C@@H:28]([CH3:34])[N:27]([CH2:26][C:25]2[CH:35]=[CH:36][C:22]([F:21])=[CH:23][CH:24]=2)[CH2:32][C@@H:31]1[CH3:33])=[O:20])([CH3:2])([CH3:3])[CH3:4]. (4) Given the reactants [CH2:1]([O:4][CH2:5][C@@H:6]([NH:10][C:11]([C@H:13]([NH:25][C:26](=[O:42])[O:27][CH2:28][CH:29]1[C:41]2[CH:40]=[CH:39][CH:38]=[CH:37][C:36]=2[C:35]2[C:30]1=[CH:31][CH:32]=[CH:33][CH:34]=2)[CH2:14][C:15]1[CH:20]=[CH:19][C:18]([O:21][CH2:22]C=C)=[CH:17][CH:16]=1)=[O:12])[CH:7]([CH3:9])[CH3:8])[CH:2]=[CH2:3], predict the reaction product. The product is: [CH:7]([C@@H:6]1[NH:10][C:11](=[O:12])[C@H:13]([NH:25][C:26](=[O:42])[O:27][CH2:28][CH:29]2[C:30]3[CH:31]=[CH:32][CH:33]=[CH:34][C:35]=3[C:36]3[C:41]2=[CH:40][CH:39]=[CH:38][CH:37]=3)[CH2:14][C:15]2=[CH:16][CH:17]=[C:18]([CH:19]=[CH:20]2)[O:21][CH2:22][CH:3]=[CH:2][CH2:1][O:4][CH2:5]1)([CH3:9])[CH3:8]. (5) The product is: [CH3:20][O:21][C:22]([C:23]1[CH:24]=[C:25]([OH:27])[C:34]2[C:29](=[C:30]([O:37][CH3:38])[CH:31]=[C:32]([CH:35]=[O:36])[CH:33]=2)[N:28]=1)=[O:39]. Given the reactants BrC1C=CC(NC(=CC([O-])=O)C(OC)=O)=C(OC)C=1.[CH3:20][O:21][C:22](=[O:39])[C:23]([NH:28][C:29]1[CH:34]=[CH:33][C:32]([CH:35]=[O:36])=[CH:31][C:30]=1[O:37][CH3:38])=[CH:24][C:25]([O-:27])=O, predict the reaction product.